Dataset: Reaction yield outcomes from USPTO patents with 853,638 reactions. Task: Predict the reaction yield, written as a fraction of the theoretical maximum amount of product (1.0 means a 100% yield; for example, 0.34 means a 34% yield). (1) The reactants are [CH2:1]([N:8]([CH2:19][C:20]1[CH:25]=[CH:24][CH:23]=[CH:22][CH:21]=1)[CH:9]([CH2:14][O:15][CH:16]([F:18])[F:17])[C:10]([O:12]C)=[O:11])[C:2]1[CH:7]=[CH:6][CH:5]=[CH:4][CH:3]=1.[Li+].[OH-].Cl. The catalyst is C1COCC1.C(OCC)(=O)C. The product is [CH2:19]([N:8]([CH2:1][C:2]1[CH:7]=[CH:6][CH:5]=[CH:4][CH:3]=1)[CH:9]([CH2:14][O:15][CH:16]([F:18])[F:17])[C:10]([OH:12])=[O:11])[C:20]1[CH:21]=[CH:22][CH:23]=[CH:24][CH:25]=1. The yield is 0.635. (2) The reactants are [Si:1]([O:8][CH2:9][CH2:10][N:11]1[C:15]2[CH:16]=[CH:17][CH:18]=[CH:19][C:14]=2[N:13]=[CH:12]1)([C:4]([CH3:7])([CH3:6])[CH3:5])([CH3:3])[CH3:2].[Li]CCCC.CCCCCC.CN([CH:34]=[O:35])C.C(O)(=O)C. The catalyst is C1COCC1. The product is [Si:1]([O:8][CH2:9][CH2:10][N:11]1[C:15]2[CH:16]=[CH:17][CH:18]=[CH:19][C:14]=2[N:13]=[C:12]1[CH:34]=[O:35])([C:4]([CH3:7])([CH3:5])[CH3:6])([CH3:3])[CH3:2]. The yield is 0.710.